This data is from NCI-60 drug combinations with 297,098 pairs across 59 cell lines. The task is: Regression. Given two drug SMILES strings and cell line genomic features, predict the synergy score measuring deviation from expected non-interaction effect. Drug 1: CS(=O)(=O)C1=CC(=C(C=C1)C(=O)NC2=CC(=C(C=C2)Cl)C3=CC=CC=N3)Cl. Drug 2: CCN(CC)CCCC(C)NC1=C2C=C(C=CC2=NC3=C1C=CC(=C3)Cl)OC. Cell line: HS 578T. Synergy scores: CSS=10.4, Synergy_ZIP=-0.316, Synergy_Bliss=-2.32, Synergy_Loewe=-14.6, Synergy_HSA=-8.73.